This data is from Forward reaction prediction with 1.9M reactions from USPTO patents (1976-2016). The task is: Predict the product of the given reaction. (1) Given the reactants [C:1]([O:5][C:6](=[O:23])[NH:7][C@@H:8]([C:17](=[O:22])N(OC)C)[CH2:9][C:10]1[CH:15]=[CH:14][CH:13]=[CH:12][C:11]=1[F:16])([CH3:4])([CH3:3])[CH3:2].[C:24]([NH:28][C:29](=[O:38])[C:30]1[CH:35]=[C:34]([CH3:36])[CH:33]=[CH:32][C:31]=1[CH3:37])([CH3:27])([CH3:26])[CH3:25], predict the reaction product. The product is: [C:1]([O:5][C:6](=[O:23])[NH:7][C@H:8]([CH2:9][C:10]1[CH:15]=[CH:14][CH:13]=[CH:12][C:11]=1[F:16])[C:17](=[O:22])[CH2:37][C:31]1[CH:32]=[CH:33][C:34]([CH3:36])=[CH:35][C:30]=1[C:29](=[O:38])[NH:28][C:24]([CH3:26])([CH3:25])[CH3:27])([CH3:2])([CH3:3])[CH3:4]. (2) Given the reactants [CH2:1]([O:3][C:4](=[O:29])[CH2:5][CH2:6][CH2:7][O:8][C:9]1[CH:14]=[CH:13][CH:12]=[C:11]([CH2:15][CH2:16][CH2:17][CH2:18][CH2:19][CH2:20]Br)[C:10]=1[CH2:22][CH2:23][C:24]([O:26][CH2:27][CH3:28])=[O:25])[CH3:2].[Br:30][C:31]1[CH:32]=[C:33]([OH:38])[CH:34]=[C:35]([Br:37])[CH:36]=1.C(=O)([O-])[O-].[K+].[K+].CN(C)C=O, predict the reaction product. The product is: [CH2:1]([O:3][C:4](=[O:29])[CH2:5][CH2:6][CH2:7][O:8][C:9]1[CH:14]=[CH:13][CH:12]=[C:11]([CH2:15][CH2:16][CH2:17][CH2:18][CH2:19][CH2:20][O:38][C:33]2[CH:32]=[C:31]([Br:30])[CH:36]=[C:35]([Br:37])[CH:34]=2)[C:10]=1[CH2:22][CH2:23][C:24]([O:26][CH2:27][CH3:28])=[O:25])[CH3:2]. (3) The product is: [Cl:1][C:2]1[CH:3]=[C:4]([CH2:8][CH2:9][CH2:10][CH2:11][NH2:12])[CH:5]=[CH:6][CH:7]=1. Given the reactants [Cl:1][C:2]1[CH:3]=[C:4](/[CH:8]=[CH:9]\[CH2:10][CH2:11][NH2:12])[CH:5]=[CH:6][CH:7]=1.[H][H], predict the reaction product. (4) Given the reactants Cl[C:2]1[C:11]([O:12][C:13]2[CH:20]=[CH:19][C:16]([C:17]#[N:18])=[CH:15][CH:14]=2)=[C:10]([Cl:21])[C:9]2[C:4](=[CH:5][CH:6]=[C:7]([C:22]([C:30]3[CH:35]=[CH:34][C:33]([Cl:36])=[CH:32][CH:31]=3)([OH:29])[C:23]3[N:27]([CH3:28])[CH:26]=[N:25][CH:24]=3)[CH:8]=2)[N:3]=1.[NH:37]1[CH2:40][CH2:39][C:38]1=[O:41].C(=O)([O-])[O-].[Cs+].[Cs+].CC1(C)C2C=CC=C(P(C3C=CC=CC=3)C3C=CC=CC=3)C=2OC2C1=CC=CC=2P(C1C=CC=CC=1)C1C=CC=CC=1, predict the reaction product. The product is: [Cl:21][C:10]1[C:9]2[C:4](=[CH:5][CH:6]=[C:7]([C:22]([C:30]3[CH:35]=[CH:34][C:33]([Cl:36])=[CH:32][CH:31]=3)([OH:29])[C:23]3[N:27]([CH3:28])[CH:26]=[N:25][CH:24]=3)[CH:8]=2)[N:3]=[C:2]([N:37]2[CH2:40][CH2:39][C:38]2=[O:41])[C:11]=1[O:12][C:13]1[CH:14]=[CH:15][C:16]([C:17]#[N:18])=[CH:19][CH:20]=1. (5) The product is: [Cl:3][C:4]1[C:5]([I:1])=[C:6]([C:10]([O:12][CH2:13][CH3:14])=[O:11])[NH:7][C:8]=1[CH3:9]. Given the reactants [I:1]I.[Cl:3][C:4]1[CH:5]=[C:6]([C:10]([O:12][CH2:13][CH3:14])=[O:11])[NH:7][C:8]=1[CH3:9].[OH-].[K+].Cl, predict the reaction product. (6) Given the reactants C([O:3][C:4]([C:6]1[C:16]2=[C:17]3[C:12](=[CH:13][CH:14]=[CH:15]2)[CH2:11][CH2:10][CH2:9][N:8]3[CH:7]=1)=[O:5])C.[OH-].[Na+], predict the reaction product. The product is: [C:6]1([C:4]([OH:5])=[O:3])[C:16]2=[C:17]3[C:12](=[CH:13][CH:14]=[CH:15]2)[CH2:11][CH2:10][CH2:9][N:8]3[CH:7]=1. (7) The product is: [S:1]1[CH:5]=[C:4]([C:6]2[CH:16]=[CH:15][C:9]([O:10][CH2:11][C@H:12]([OH:13])[CH2:14][NH:27][CH2:26][C:22]3[S:21][CH:25]=[CH:24][CH:23]=3)=[CH:8][CH:7]=2)[C:3]2[CH:17]=[CH:18][CH:19]=[CH:20][C:2]1=2. Given the reactants [S:1]1[CH:5]=[C:4]([C:6]2[CH:16]=[CH:15][C:9]([O:10][CH2:11][CH:12]3[CH2:14][O:13]3)=[CH:8][CH:7]=2)[C:3]2[CH:17]=[CH:18][CH:19]=[CH:20][C:2]1=2.[S:21]1[CH:25]=[CH:24][CH:23]=[C:22]1[CH2:26][NH2:27], predict the reaction product. (8) Given the reactants [CH2:1]([C:10]1[CH:15]=[CH:14][C:13]([CH:16]2[O:18][C@@H:17]2[CH2:19][CH2:20][CH2:21][C:22]([O:24][CH3:25])=[O:23])=[CH:12][CH:11]=1)[CH2:2][CH2:3][CH2:4][CH2:5][CH2:6][CH2:7][CH2:8][CH3:9].[SH:26][C:27]1[CH:28]=[C:29]([NH:33][C:34](=[O:41])[CH2:35][C:36]([O:38][CH2:39]C)=[O:37])[CH:30]=[CH:31][CH:32]=1.C(N(CC)CC)C, predict the reaction product. The product is: [OH:18][C@H:17]([C@H:16]([S:26][C:27]1[CH:32]=[CH:31][CH:30]=[C:29]([NH:33][C:34](=[O:41])[CH2:35][C:36]([O:38][CH3:39])=[O:37])[CH:28]=1)[C:13]1[CH:14]=[CH:15][C:10]([CH2:1][CH2:2][CH2:3][CH2:4][CH2:5][CH2:6][CH2:7][CH2:8][CH3:9])=[CH:11][CH:12]=1)[CH2:19][CH2:20][CH2:21][C:22]([O:24][CH3:25])=[O:23]. (9) Given the reactants [Cl:1][C:2]1[CH:3]=[C:4]([N:8]2[CH2:13][CH2:12][N:11]([CH2:14][CH2:15][NH2:16])[CH2:10][CH2:9]2)[CH:5]=[CH:6][CH:7]=1.[CH2:17]([C:20]1[N:24]([C:25]([CH3:28])([CH3:27])[CH3:26])[N:23]=[C:22]([CH:29]=O)[CH:21]=1)[CH2:18][CH3:19], predict the reaction product. The product is: [C:25]([N:24]1[C:20]([CH2:17][CH2:18][CH3:19])=[CH:21][C:22]([CH2:29][NH:16][CH2:15][CH2:14][N:11]2[CH2:10][CH2:9][N:8]([C:4]3[CH:5]=[CH:6][CH:7]=[C:2]([Cl:1])[CH:3]=3)[CH2:13][CH2:12]2)=[N:23]1)([CH3:28])([CH3:27])[CH3:26].